From a dataset of Reaction yield outcomes from USPTO patents with 853,638 reactions. Predict the reaction yield, written as a fraction of the theoretical maximum amount of product (1.0 means a 100% yield; for example, 0.34 means a 34% yield). (1) The reactants are [F:1][C:2]1[CH:3]=[CH:4][C:5]([CH3:11])=[C:6]([CH:10]=1)[C:7](O)=[O:8].S(Cl)([Cl:14])=O. No catalyst specified. The product is [F:1][C:2]1[CH:3]=[CH:4][C:5]([CH3:11])=[C:6]([CH:10]=1)[C:7]([Cl:14])=[O:8]. The yield is 0.770. (2) The reactants are Cl.[CH2:2]([O:4][C:5]([C@@H:7]1[CH2:11][CH2:10][CH2:9][C@@H:8]1[NH2:12])=[O:6])[CH3:3].C([O-])(=O)C.[Na+].[CH:18](=O)[CH2:19][CH:20]([CH3:22])[CH3:21].C([BH3-])#N.[Na+].C(=O)(O)[O-].[Na+]. The catalyst is CO. The product is [CH2:2]([O:4][C:5]([C@@H:7]1[CH2:11][CH2:10][CH2:9][C@@H:8]1[NH:12][CH2:18][CH2:19][CH:20]([CH3:22])[CH3:21])=[O:6])[CH3:3]. The yield is 0.610. (3) The reactants are [N+:1]([C:4]1[CH:12]=[CH:11][C:7]([C:8](Cl)=O)=[CH:6][CH:5]=1)([O-:3])=[O:2].[NH2:13][C:14]1[CH:19]=[CH:18][CH:17]=[CH:16][C:15]=1[SH:20]. The catalyst is C1C=CC=CC=1. The product is [N+:1]([C:4]1[CH:12]=[CH:11][C:7]([C:8]2[S:20][C:15]3[CH:16]=[CH:17][CH:18]=[CH:19][C:14]=3[N:13]=2)=[CH:6][CH:5]=1)([O-:3])=[O:2]. The yield is 0.732.